Dataset: Full USPTO retrosynthesis dataset with 1.9M reactions from patents (1976-2016). Task: Predict the reactants needed to synthesize the given product. (1) Given the product [CH3:1][N:2]1[C:6]2=[CH:7][N:8]=[CH:9][C:10]([C:11]3[CH:16]=[CH:15][C:14]([NH:17][C:22]([NH:17][C:14]4[CH:13]=[CH:12][C:11]([C:10]5[CH:9]=[N:8][CH:7]=[C:6]6[N:2]([CH3:1])[N:3]=[CH:4][C:5]=56)=[CH:16][CH:15]=4)=[O:28])=[CH:13][CH:12]=3)=[C:5]2[CH:4]=[N:3]1, predict the reactants needed to synthesize it. The reactants are: [CH3:1][N:2]1[C:6]2=[CH:7][N:8]=[CH:9][C:10]([C:11]3[CH:16]=[CH:15][C:14]([NH2:17])=[CH:13][CH:12]=3)=[C:5]2[CH:4]=[N:3]1.ClC(Cl)(O[C:22](=[O:28])OC(Cl)(Cl)Cl)Cl. (2) Given the product [OH:1][B:2]1[C:6]2[C:7]([N:11]([CH3:18])[CH2:12][C:13]([OH:15])=[O:14])=[CH:8][CH:9]=[CH:10][C:5]=2[CH2:4][O:3]1, predict the reactants needed to synthesize it. The reactants are: [OH:1][B:2]1[C:6]2[C:7]([N:11]([CH3:18])[CH2:12][C:13]([O:15]CC)=[O:14])=[CH:8][CH:9]=[CH:10][C:5]=2[CH2:4][O:3]1.O[Li].O.CO.O. (3) Given the product [Br:1][C:2]1[CH:15]=[N:14][C:5]2[N:6]=[C:7]([N:41]3[CH2:44][CH:43]([N:45]([CH3:53])[C:46](=[O:52])[O:47][C:48]([CH3:49])([CH3:50])[CH3:51])[CH2:42]3)[C:8]3[N:9]([CH:10]=[CH:11][CH:12]=3)[C:4]=2[CH:3]=1, predict the reactants needed to synthesize it. The reactants are: [Br:1][C:2]1[CH:15]=[N:14][C:5]2[NH:6][C:7](=O)[C:8]3[N:9]([CH:10]=[CH:11][CH:12]=3)[C:4]=2[CH:3]=1.CCN(C(C)C)C(C)C.BrC1C=NC2N=C(Cl)C3N(C=CC=3)C=2C=1.Cl.[NH:41]1[CH2:44][CH:43]([N:45]([CH3:53])[C:46](=[O:52])[O:47][C:48]([CH3:51])([CH3:50])[CH3:49])[CH2:42]1. (4) Given the product [CH2:1]([O:3][C:4]1[CH:5]=[C:6]([CH:7]=[O:8])[CH:9]=[CH:10][C:11]=1[O:12][S:14]([CH3:13])(=[O:16])=[O:15])[CH3:2], predict the reactants needed to synthesize it. The reactants are: [CH2:1]([O:3][C:4]1[CH:5]=[C:6]([CH:9]=[CH:10][C:11]=1[OH:12])[CH:7]=[O:8])[CH3:2].[CH3:13][S:14](Cl)(=[O:16])=[O:15].O. (5) Given the product [F:1][C:2]1[CH:3]=[C:4]([CH:9]([O:11][Si:22]([CH:29]([CH3:31])[CH3:30])([CH:26]([CH3:28])[CH3:27])[CH:23]([CH3:25])[CH3:24])[CH3:10])[CH:5]=[C:6]([F:8])[CH:7]=1, predict the reactants needed to synthesize it. The reactants are: [F:1][C:2]1[CH:3]=[C:4]([C:9](=[O:11])[CH3:10])[CH:5]=[C:6]([F:8])[CH:7]=1.[BH4-].[Na+].N1C(C)=CC=CC=1C.[Si:22](OS(C(F)(F)F)(=O)=O)([CH:29]([CH3:31])[CH3:30])([CH:26]([CH3:28])[CH3:27])[CH:23]([CH3:25])[CH3:24].